This data is from Forward reaction prediction with 1.9M reactions from USPTO patents (1976-2016). The task is: Predict the product of the given reaction. (1) Given the reactants ClC(Cl)(O[C:5](=[O:11])OC(Cl)(Cl)Cl)Cl.C(N(C(C)C)CC)(C)C.[NH:22]1[CH2:25][CH2:24][CH2:23]1.[CH3:26][N:27]1[C:35](=[O:36])[NH:34][C:33]2[C:28]1=[N:29][C:30](/[CH:37]=[CH:38]/[C:39]1[CH:44]=[CH:43][CH:42]=[CH:41][CH:40]=1)=[N:31][CH:32]=2.N12CCN(CC1)CC2, predict the reaction product. The product is: [N:22]1([C:35]([N:34]2[C:33]3[C:28](=[N:29][C:30](/[CH:37]=[CH:38]/[C:39]4[CH:44]=[CH:43][CH:42]=[CH:41][CH:40]=4)=[N:31][CH:32]=3)[N:27]([CH3:26])[C:5]2=[O:11])=[O:36])[CH2:25][CH2:24][CH2:23]1. (2) Given the reactants [C:1]([C:3]1[CH:4]=[C:5]([C:13]2[O:17][C:16]([C:18]3[CH:23]=[CH:22][C:21]([O:24][CH2:25][CH2:26][CH2:27][N:28](C)[C:29](=O)OC(C)(C)C)=[CH:20][C:19]=3[CH2:37][CH3:38])=[N:15][N:14]=2)[CH:6]=[CH:7][C:8]=1[O:9][CH:10]([CH3:12])[CH3:11])#[N:2].C(O)(C(F)(F)F)=O.C(=O)(O)[O-].[Na+], predict the reaction product. The product is: [CH2:37]([C:19]1[CH:20]=[C:21]([O:24][CH2:25][CH2:26][CH2:27][NH:28][CH3:29])[CH:22]=[CH:23][C:18]=1[C:16]1[O:17][C:13]([C:5]2[CH:6]=[CH:7][C:8]([O:9][CH:10]([CH3:11])[CH3:12])=[C:3]([CH:4]=2)[C:1]#[N:2])=[N:14][N:15]=1)[CH3:38]. (3) The product is: [CH2:1]([N:3]1[CH2:4][CH2:5][N:6]([CH2:9][C:10]2[CH:19]=[CH:18][C:13]([C:14]([NH:21][C@H:22]3[C@H:27]4[C@@H:23]3[O:24][C:25]3[CH:31]=[CH:30][C:29]([O:32][C:33]5[C:34]6[CH2:35][CH2:36][C:37](=[O:43])[NH:38][C:39]=6[N:40]=[CH:41][CH:42]=5)=[CH:28][C:26]=34)=[O:16])=[CH:12][C:11]=2[CH3:20])[CH2:7][CH2:8]1)[CH3:2]. Given the reactants [CH2:1]([N:3]1[CH2:8][CH2:7][N:6]([CH2:9][C:10]2[CH:19]=[CH:18][C:13]([C:14]([O:16]C)=O)=[CH:12][C:11]=2[CH3:20])[CH2:5][CH2:4]1)[CH3:2].[NH2:21][C@H:22]1[C@H:27]2[C@@H:23]1[O:24][C:25]1[CH:31]=[CH:30][C:29]([O:32][C:33]3[CH:42]=[CH:41][N:40]=[C:39]4[C:34]=3[CH2:35][CH2:36][C:37](=[O:43])[NH:38]4)=[CH:28][C:26]=12.CN(C(ON1N=NC2C=CC=NC1=2)=[N+](C)C)C.F[P-](F)(F)(F)(F)F.CCN(C(C)C)C(C)C, predict the reaction product. (4) Given the reactants [NH2:1][C:2]1[O:6][N:5]=[C:4]([C:7]2[CH:12]=[CH:11][C:10]([O:13][C:14]([F:17])([F:16])[F:15])=[CH:9][CH:8]=2)[C:3]=1[C:18]([OH:20])=O.Cl.C(N=C=NCCCN(C)C)C.[F:33][C:34]([F:48])([F:47])[C:35]1[CH:36]=[C:37]([N:41]2[CH2:46][CH2:45][NH:44][CH2:43][CH2:42]2)[CH:38]=[CH:39][CH:40]=1, predict the reaction product. The product is: [NH2:1][C:2]1[O:6][N:5]=[C:4]([C:7]2[CH:12]=[CH:11][C:10]([O:13][C:14]([F:17])([F:15])[F:16])=[CH:9][CH:8]=2)[C:3]=1[C:18]([N:44]1[CH2:43][CH2:42][N:41]([C:37]2[CH:38]=[CH:39][CH:40]=[C:35]([C:34]([F:47])([F:48])[F:33])[CH:36]=2)[CH2:46][CH2:45]1)=[O:20]. (5) Given the reactants [N+:1]([C:4]1[CH:9]=[CH:8][C:7]([C:10]2[N:11]=[CH:12][NH:13][CH:14]=2)=[CH:6][CH:5]=1)([O-:3])=[O:2].[H-].[Na+].[CH3:17][Si:18]([CH2:21][CH2:22][O:23][CH2:24]Cl)([CH3:20])[CH3:19], predict the reaction product. The product is: [N+:1]([C:4]1[CH:5]=[CH:6][C:7]([C:10]2[N:11]([CH2:24][O:23][CH2:22][CH2:21][Si:18]([CH3:20])([CH3:19])[CH3:17])[CH:12]=[N:13][CH:14]=2)=[CH:8][CH:9]=1)([O-:3])=[O:2]. (6) Given the reactants [Cl:1][C:2]1[CH:7]=[CH:6][C:5]([CH:8]2[CH:13]([CH2:14][CH2:15][CH3:16])[CH2:12][N:11](C(OC(C)(C)C)=O)[CH2:10][CH:9]2[O:24][CH2:25][C:26]2[CH:35]=[CH:34][C:33]3[C:28](=[CH:29][CH:30]=[CH:31][CH:32]=3)[CH:27]=2)=[CH:4][CH:3]=1.Cl, predict the reaction product. The product is: [Cl:1][C:2]1[CH:7]=[CH:6][C:5]([CH:8]2[CH:13]([CH2:14][CH2:15][CH3:16])[CH2:12][NH:11][CH2:10][CH:9]2[O:24][CH2:25][C:26]2[CH:35]=[CH:34][C:33]3[C:28](=[CH:29][CH:30]=[CH:31][CH:32]=3)[CH:27]=2)=[CH:4][CH:3]=1. (7) Given the reactants [CH3:1][O:2][CH2:3][CH2:4][N:5]([CH2:16][CH2:17][O:18][CH3:19])[C:6]1[C:7]([C:14]#[N:15])=[N:8][C:9]([Cl:13])=[C:10](Br)[N:11]=1.[O:20]1[CH:24]=[CH:23][CH:22]=[C:21]1B(O)O.C([O-])([O-])=O.[Cs+].[Cs+].O1CCOCC1, predict the reaction product. The product is: [CH3:1][O:2][CH2:3][CH2:4][N:5]([CH2:16][CH2:17][O:18][CH3:19])[C:6]1[C:7]([C:14]#[N:15])=[N:8][C:9]([Cl:13])=[C:10]([C:21]2[O:20][CH:24]=[CH:23][CH:22]=2)[N:11]=1. (8) Given the reactants [CH2:1]([N:5]1[CH2:10][CH2:9][N:8]([CH:11]([C:37]2[CH:42]=[CH:41][CH:40]=[CH:39][CH:38]=2)[C:12]([NH:14][NH:15][C:16]([CH:18]2[CH:23]([C:24]3[CH:29]=[CH:28][CH:27]=[CH:26][CH:25]=3)[CH2:22][CH2:21][CH2:20][N:19]2C(OC(C)(C)C)=O)=O)=[O:13])[C:7](=[O:43])[C:6]1=[O:44])[CH2:2][CH2:3][CH3:4].CC[N+](S(N=C(OC)[O-])(=O)=O)(CC)CC.Cl, predict the reaction product. The product is: [CH2:1]([N:5]1[CH2:10][CH2:9][N:8]([CH:11]([C:37]2[CH:38]=[CH:39][CH:40]=[CH:41][CH:42]=2)[C:12]2[O:13][C:16]([C@H:18]3[C@@H:23]([C:24]4[CH:25]=[CH:26][CH:27]=[CH:28][CH:29]=4)[CH2:22][CH2:21][CH2:20][NH:19]3)=[N:15][N:14]=2)[C:7](=[O:43])[C:6]1=[O:44])[CH2:2][CH2:3][CH3:4]. (9) Given the reactants [CH3:1][O:2][C:3]1[CH:8]=[CH:7][C:6]([N+:9]([O-])=O)=[C:5]([O:12][C:13]2[CH:18]=[CH:17][CH:16]=[CH:15][CH:14]=2)[CH:4]=1.[H][H], predict the reaction product. The product is: [CH3:1][O:2][C:3]1[CH:8]=[CH:7][C:6]([NH2:9])=[C:5]([O:12][C:13]2[CH:14]=[CH:15][CH:16]=[CH:17][CH:18]=2)[CH:4]=1. (10) Given the reactants [OH:1][Si:2]([CH3:13])([CH3:12])[C:3]1[CH:11]=[CH:10][C:6]([C:7]([OH:9])=O)=[CH:5][CH:4]=1.CCN=C=NCCCN(C)C.CCN(C(C)C)C(C)C.C1C=CC2N(O)N=NC=2C=1.[NH2:44][CH2:45][CH2:46][CH2:47][NH:48][C:49](=[O:75])[CH2:50][C@@H:51]1[N:57]=[C:56]([C:58]2[CH:63]=[CH:62][C:61]([Cl:64])=[CH:60][CH:59]=2)[C:55]2[CH:65]=[C:66]([O:69][CH3:70])[CH:67]=[CH:68][C:54]=2[N:53]2[C:71]([CH3:74])=[N:72][N:73]=[C:52]12, predict the reaction product. The product is: [Cl:64][C:61]1[CH:62]=[CH:63][C:58]([C:56]2[C:55]3[CH:65]=[C:66]([O:69][CH3:70])[CH:67]=[CH:68][C:54]=3[N:53]3[C:71]([CH3:74])=[N:72][N:73]=[C:52]3[C@H:51]([CH2:50][C:49]([NH:48][CH2:47][CH2:46][CH2:45][NH:44][C:7](=[O:9])[C:6]3[CH:5]=[CH:4][C:3]([Si:2]([OH:1])([CH3:13])[CH3:12])=[CH:11][CH:10]=3)=[O:75])[N:57]=2)=[CH:59][CH:60]=1.